This data is from Reaction yield outcomes from USPTO patents with 853,638 reactions. The task is: Predict the reaction yield, written as a fraction of the theoretical maximum amount of product (1.0 means a 100% yield; for example, 0.34 means a 34% yield). (1) The catalyst is C1COCC1. The reactants are [CH3:1][S:2]([C:5]1[CH:10]=[CH:9][C:8]([C:11]2[CH:20]=[CH:19][C:18]3[C:13](=[CH:14][CH:15]=[C:16]([O:21][CH3:22])[CH:17]=3)[C:12]=2[C:23]([C:25]2[CH:30]=[CH:29][C:28]([O:31][CH2:32][CH2:33][N:34]3[CH2:39][CH2:38][CH2:37][CH2:36][CH2:35]3)=[CH:27][CH:26]=2)=[O:24])=[CH:7][CH:6]=1)(=[O:4])=[O:3].[H-].[Al+3].[Li+].[H-].[H-].[H-]. The yield is 0.920. The product is [CH3:1][S:2]([C:5]1[CH:6]=[CH:7][C:8]([C:11]2[CH:20]=[CH:19][C:18]3[C:13](=[CH:14][CH:15]=[C:16]([O:21][CH3:22])[CH:17]=3)[C:12]=2[CH:23]([C:25]2[CH:30]=[CH:29][C:28]([O:31][CH2:32][CH2:33][N:34]3[CH2:39][CH2:38][CH2:37][CH2:36][CH2:35]3)=[CH:27][CH:26]=2)[OH:24])=[CH:9][CH:10]=1)(=[O:4])=[O:3]. (2) The reactants are Br[C:2]1[NH:11][C:5]2=[N:6][CH:7]=[CH:8][C:9]([Cl:10])=[C:4]2[N:3]=1.[CH3:12][N:13]1[CH:17]=[C:16](B2OC(C)(C)C(C)(C)O2)[CH:15]=[N:14]1.P([O-])([O-])([O-])=O.[K+].[K+].[K+].C([O-])(=O)C.[Na+].C(#N)C. No catalyst specified. The product is [Cl:10][C:9]1[CH:8]=[CH:7][N:6]=[C:5]2[NH:11][C:2]([C:16]3[CH:15]=[N:14][N:13]([CH3:12])[CH:17]=3)=[N:3][C:4]=12. The yield is 0.530.